From a dataset of Reaction yield outcomes from USPTO patents with 853,638 reactions. Predict the reaction yield, written as a fraction of the theoretical maximum amount of product (1.0 means a 100% yield; for example, 0.34 means a 34% yield). (1) The reactants are FC(F)(F)C(O)=O.[Br:8][C:9]1[N:13]([CH:14]2[CH2:19][CH2:18][NH:17][CH2:16][CH2:15]2)[N:12]=[CH:11][CH:10]=1.O=[C:21]1[CH2:27][CH2:26][CH2:25][N:24]([C:28]([O:30][CH2:31][CH3:32])=[O:29])[CH2:23][CH2:22]1.C(O[BH-](OC(=O)C)OC(=O)C)(=O)C.[Na+].C(O)(=O)C. The catalyst is C1COCC1. The product is [Br:8][C:9]1[N:13]([CH:14]2[CH2:19][CH2:18][N:17]([CH:21]3[CH2:27][CH2:26][CH2:25][N:24]([C:28]([O:30][CH2:31][CH3:32])=[O:29])[CH2:23][CH2:22]3)[CH2:16][CH2:15]2)[N:12]=[CH:11][CH:10]=1. The yield is 0.120. (2) The reactants are [NH2:1][CH:2]([CH3:7])[CH2:3][C:4]([OH:6])=[O:5].O.[OH-].[Na+].[CH3:11][O:12][C:13]1[CH:18]=[C:17]([CH2:19][O:20][C:21](Cl)=[O:22])[C:16]([N+:24]([O-:26])=[O:25])=[CH:15][C:14]=1[O:27][CH3:28]. The catalyst is O1CCOCC1. The product is [CH3:28][O:27][C:14]1[C:13]([O:12][CH3:11])=[CH:18][C:17]([CH2:19][O:20][C:21]([NH:1][CH:2]([CH3:7])[CH2:3][C:4]([OH:6])=[O:5])=[O:22])=[C:16]([N+:24]([O-:26])=[O:25])[CH:15]=1. The yield is 0.360. (3) The reactants are [CH3:1][N:2]1[CH2:7][CH:6]=[C:5]([C:8]2[CH:9]=[N:10][C:11]([CH3:17])=[C:12]([N+:14]([O-])=O)[CH:13]=2)[C:4]([CH3:19])([CH3:18])[CH2:3]1. The catalyst is CO.[OH-].[Pd+2].[OH-]. The product is [CH3:17][C:11]1[C:12]([NH2:14])=[CH:13][C:8]([CH:5]2[CH2:6][CH2:7][N:2]([CH3:1])[CH2:3][C:4]2([CH3:19])[CH3:18])=[CH:9][N:10]=1. The yield is 1.00.